The task is: Predict the reactants needed to synthesize the given product.. This data is from Full USPTO retrosynthesis dataset with 1.9M reactions from patents (1976-2016). (1) Given the product [I-:1].[CH2:31]([N:33]([CH3:37])[C:34]([O:2][C:3]1[CH:4]=[C:5]([C@@H:9]([N+:11]([CH3:21])([CH3:20])[C@H:12]([C:14]2[CH:19]=[CH:18][CH:17]=[CH:16][CH:15]=2)[CH3:13])[CH3:10])[CH:6]=[CH:7][CH:8]=1)=[O:35])[CH3:32], predict the reactants needed to synthesize it. The reactants are: [I-:1].[OH:2][C:3]1[CH:4]=[C:5]([C@@H:9]([N+:11]([CH3:21])([CH3:20])[C@H:12]([C:14]2[CH:19]=[CH:18][CH:17]=[CH:16][CH:15]=2)[CH3:13])[CH3:10])[CH:6]=[CH:7][CH:8]=1.C(#N)C.C(=O)([O-])[O-].[K+].[K+].[CH2:31]([N:33]([CH3:37])[C:34](Cl)=[O:35])[CH3:32]. (2) Given the product [OH:2][C:1]1[CH:8]=[CH:7][C:6]2[C:23]3[C:22](=[O:25])[C:21]4[C:16]([C:15](=[O:26])[C:14]=3[O:5][C:4]=2[CH:3]=1)=[CH:17][CH:18]=[CH:19][CH:20]=4, predict the reactants needed to synthesize it. The reactants are: [C:1]1([CH:8]=[CH:7][CH:6]=[C:4]([OH:5])[CH:3]=1)[OH:2].[O-]CC.[Na+].Cl[C:14]1[C:15](=[O:26])[C:16]2[C:21]([C:22](=[O:25])[C:23]=1Cl)=[CH:20][CH:19]=[CH:18][CH:17]=2.Cl. (3) Given the product [CH:1]([N:14]1[CH2:17][CH:16]([CH2:18][O:19][C:20]2[C:32]([CH:33]3[CH2:35][CH2:34]3)=[CH:31][C:23]([C:24]([OH:26])=[O:25])=[C:22]([F:36])[CH:21]=2)[CH2:15]1)([C:8]1[CH:13]=[CH:12][CH:11]=[CH:10][CH:9]=1)[C:2]1[CH:7]=[CH:6][CH:5]=[CH:4][CH:3]=1, predict the reactants needed to synthesize it. The reactants are: [CH:1]([N:14]1[CH2:17][CH:16]([CH2:18][O:19][C:20]2[C:32]([CH:33]3[CH2:35][CH2:34]3)=[CH:31][C:23]([C:24]([O:26]C(C)(C)C)=[O:25])=[C:22]([F:36])[CH:21]=2)[CH2:15]1)([C:8]1[CH:13]=[CH:12][CH:11]=[CH:10][CH:9]=1)[C:2]1[CH:7]=[CH:6][CH:5]=[CH:4][CH:3]=1.[OH-].[K+]. (4) Given the product [O:17]=[C:9]([C:7]([C:6]1[CH:5]=[CH:4][C:3]([O:2][CH3:1])=[CH:16][CH:15]=1)=[O:8])[C:10]([O:12][CH2:13][CH3:14])=[O:11], predict the reactants needed to synthesize it. The reactants are: [CH3:1][O:2][C:3]1[CH:16]=[CH:15][C:6]([C:7]([CH2:9][C:10]([O:12][CH2:13][CH3:14])=[O:11])=[O:8])=[CH:5][CH:4]=1.[O:17]1CCOCC1. (5) Given the product [CH3:13][N:6]1[C:7]2=[N:8][CH:9]=[CH:10][CH:11]=[C:12]2[C:4]([CH:3]=[O:34])=[C:5]1[C:14]1[CH:19]=[CH:18][CH:17]=[CH:16][CH:15]=1, predict the reactants needed to synthesize it. The reactants are: CN(C)[CH2:3][C:4]1[C:12]2[C:7](=[N:8][CH:9]=[CH:10][CH:11]=2)[N:6]([CH3:13])[C:5]=1[C:14]1[CH:19]=[CH:18][CH:17]=[CH:16][CH:15]=1.C1N2CN3CN(C2)CN1C3.C(O)(=[O:34])CC. (6) Given the product [C:36]([O:35][C:33]([N:7]1[C@@:6]([CH3:18])([C:15]([OH:17])=[O:16])[CH2:5][C:4]2[C:9](=[CH:10][C:11]([OH:12])=[CH:2][CH:3]=2)[CH2:8]1)=[O:34])([CH3:39])([CH3:38])[CH3:37], predict the reactants needed to synthesize it. The reactants are: Br[C:2]1[CH:3]=[C:4]2[C:9](=[C:10](Br)[C:11]=1[O:12]C)[CH2:8][NH:7][C@@:6]([CH3:18])([C:15]([OH:17])=[O:16])[CH2:5]2.CCN(CC)CC.C([NH+](CC)CC)C.[C:33](O[C:33]([O:35][C:36]([CH3:39])([CH3:38])[CH3:37])=[O:34])([O:35][C:36]([CH3:39])([CH3:38])[CH3:37])=[O:34]. (7) Given the product [CH:1]1([NH:7][C:8]2[N:16]=[C:15]([NH:17][C:18]3[CH:23]=[CH:22][C:21]([N:24]4[CH2:25][CH2:26][N:27]([CH2:42][C:43]([NH2:45])=[O:44])[CH2:28][CH2:29]4)=[CH:20][C:19]=3[O:30][CH3:31])[N:14]=[C:13]3[C:9]=2[N:10]=[CH:11][NH:12]3)[CH2:2][CH2:3][CH2:4][CH2:5][CH2:6]1, predict the reactants needed to synthesize it. The reactants are: [CH:1]1([NH:7][C:8]2[N:16]=[C:15]([NH:17][C:18]3[CH:23]=[CH:22][C:21]([N:24]4[CH2:29][CH2:28][NH:27][CH2:26][CH2:25]4)=[CH:20][C:19]=3[O:30][CH3:31])[N:14]=[C:13]3[C:9]=2[N:10]=[CH:11][NH:12]3)[CH2:6][CH2:5][CH2:4][CH2:3][CH2:2]1.CCN(C(C)C)C(C)C.Br[CH2:42][C:43]([NH2:45])=[O:44].